From a dataset of Peptide-MHC class I binding affinity with 185,985 pairs from IEDB/IMGT. Regression. Given a peptide amino acid sequence and an MHC pseudo amino acid sequence, predict their binding affinity value. This is MHC class I binding data. The peptide sequence is VLAGWLFHV. The MHC is HLA-A69:01 with pseudo-sequence HLA-A69:01. The binding affinity (normalized) is 0.789.